This data is from Full USPTO retrosynthesis dataset with 1.9M reactions from patents (1976-2016). The task is: Predict the reactants needed to synthesize the given product. (1) Given the product [NH2:1][C:4]1[CH:9]=[CH:8][C:7]([C:10]2[O:14][CH:13]=[N:12][CH:11]=2)=[C:6]([O:15][CH3:16])[CH:5]=1, predict the reactants needed to synthesize it. The reactants are: [N+:1]([C:4]1[CH:9]=[CH:8][C:7]([C:10]2[O:14][CH:13]=[N:12][CH:11]=2)=[C:6]([O:15][CH3:16])[CH:5]=1)([O-])=O. (2) Given the product [CH:1]1([N:5]2[CH2:6][CH2:7][CH:8]([O:11][C:12]3[S:13][C:14]4[CH2:15][N:16]([C:28](=[O:31])[CH2:29][CH3:30])[CH2:17][CH2:18][C:19]=4[N:20]=3)[CH2:9][CH2:10]2)[CH2:2][CH2:3][CH2:4]1, predict the reactants needed to synthesize it. The reactants are: [CH:1]1([N:5]2[CH2:10][CH2:9][CH:8]([O:11][C:12]3[S:13][C:14]4[CH2:15][NH:16][CH2:17][CH2:18][C:19]=4[N:20]=3)[CH2:7][CH2:6]2)[CH2:4][CH2:3][CH2:2]1.C(N(CC)CC)C.[C:28](Cl)(=[O:31])[CH2:29][CH3:30].